This data is from Full USPTO retrosynthesis dataset with 1.9M reactions from patents (1976-2016). The task is: Predict the reactants needed to synthesize the given product. (1) Given the product [CH3:14][O:13][C:11]([CH:6]1[CH2:7][C:8](=[O:10])[CH:9]=[C:5]1[C:3]([O:2][CH3:1])=[O:4])=[O:12], predict the reactants needed to synthesize it. The reactants are: [CH3:1][O:2][C:3]([C@@H:5]1[CH2:9][C:8](=[O:10])[CH2:7][C@@H:6]1[C:11]([O:13][CH3:14])=[O:12])=[O:4].C([O-])([O-])=O.[Ca+2].CN(C=O)C. (2) Given the product [CH3:35][O:36][C:37]1[CH:42]=[CH:41][C:40]([C:7]2[C:8]([CH3:32])([CH3:31])[NH:9][C:10](=[O:30])[C:11]=2[C:12]2[CH:13]=[CH:14][C:15]([O:18][CH2:19][C:20]3[CH:29]=[CH:28][C:27]4[C:22](=[CH:23][CH:24]=[CH:25][CH:26]=4)[N:21]=3)=[CH:16][CH:17]=2)=[CH:39][CH:38]=1, predict the reactants needed to synthesize it. The reactants are: FC(F)(F)S(O[C:7]1[C:8]([CH3:32])([CH3:31])[NH:9][C:10](=[O:30])[C:11]=1[C:12]1[CH:17]=[CH:16][C:15]([O:18][CH2:19][C:20]2[CH:29]=[CH:28][C:27]3[C:22](=[CH:23][CH:24]=[CH:25][CH:26]=3)[N:21]=2)=[CH:14][CH:13]=1)(=O)=O.[CH3:35][O:36][C:37]1[CH:42]=[CH:41][C:40](B(O)O)=[CH:39][CH:38]=1.C([O-])([O-])=O.[Na+].[Na+]. (3) The reactants are: CN(C(ON1N=N[C:11]2[CH:12]=CC=N[C:10]1=2)=[N+](C)C)C.F[P-](F)(F)(F)(F)F.[NH2:25][C:26]1[CH:31]=[CH:30][C:29]([N:32]2[CH:37]=[CH:36][C:35]([O:38][CH2:39][C:40]3[CH:45]=[CH:44][C:43]([Cl:46])=[CH:42][CH:41]=3)=[CH:34][C:33]2=[O:47])=[CH:28][C:27]=1[NH:48][CH3:49].[CH:50](N(CC)C(C)C)(C)C.C(O)(=O)CCC. Given the product [Cl:46][C:43]1[CH:44]=[CH:45][C:40]([CH2:39][O:38][C:35]2[CH:36]=[CH:37][N:32]([C:29]3[CH:30]=[CH:31][C:26]4[N:25]=[C:49]([CH2:10][CH2:11][CH3:12])[N:48]([CH3:50])[C:27]=4[CH:28]=3)[C:33](=[O:47])[CH:34]=2)=[CH:41][CH:42]=1, predict the reactants needed to synthesize it. (4) Given the product [Cl:22][C:18]1[CH:17]=[C:16]([C:15]2[S:14][C:13]([CH3:23])=[N:12][C:11]=2[C:9]([N:8]2[CH2:7][C@H:6]3[C@H:4]([CH2:5]3)[C@H:3]2[CH2:2][NH:1][C:33]([C:26]2[N:27]3[CH:32]=[CH:31][CH:30]=[CH:29][C:28]3=[N:24][CH:25]=2)=[O:34])=[O:10])[CH:21]=[CH:20][CH:19]=1, predict the reactants needed to synthesize it. The reactants are: [NH2:1][CH2:2][C@H:3]1[N:8]([C:9]([C:11]2[N:12]=[C:13]([CH3:23])[S:14][C:15]=2[C:16]2[CH:21]=[CH:20][CH:19]=[C:18]([Cl:22])[CH:17]=2)=[O:10])[CH2:7][C@H:6]2[C@@H:4]1[CH2:5]2.[N:24]1[CH:25]=[C:26]([C:33](O)=[O:34])[N:27]2[CH:32]=[CH:31][CH:30]=[CH:29][C:28]=12.